Task: Predict the reactants needed to synthesize the given product.. Dataset: Full USPTO retrosynthesis dataset with 1.9M reactions from patents (1976-2016) (1) Given the product [ClH:1].[NH2:15][C@@H:16]1[CH2:18][C@H:17]1[C:19]1[CH:24]=[CH:23][C:22]([NH:25][C:26](=[O:41])[C:27]2[CH:32]=[CH:31][CH:30]=[C:29]([O:33][CH2:34][C:35]3[CH:36]=[CH:37][CH:38]=[CH:39][CH:40]=3)[CH:28]=2)=[CH:21][CH:20]=1, predict the reactants needed to synthesize it. The reactants are: [ClH:1].C(OCC)(=O)C.C([NH:15][C@@H:16]1[CH2:18][C@H:17]1[C:19]1[CH:24]=[CH:23][C:22]([NH:25][C:26](=[O:41])[C:27]2[CH:32]=[CH:31][CH:30]=[C:29]([O:33][CH2:34][C:35]3[CH:40]=[CH:39][CH:38]=[CH:37][CH:36]=3)[CH:28]=2)=[CH:21][CH:20]=1)C1C=CC=CC=1.C(=O)C1C=CC=CC=1. (2) The reactants are: [N+:1]([C:4]1[C:5]([CH:14]([OH:16])[CH3:15])=[CH:6][CH:7]=[C:8]2[C:13]=1[N:12]=[CH:11][CH:10]=[CH:9]2)([O-])=O. Given the product [NH2:1][C:4]1[C:5]([C:14](=[O:16])[CH3:15])=[CH:6][CH:7]=[C:8]2[C:13]=1[N:12]=[CH:11][CH:10]=[CH:9]2, predict the reactants needed to synthesize it. (3) Given the product [F:1][C:2]1[CH:3]=[CH:4][C:5]([C:6]([NH:45][C:46]2[CH:47]=[CH:48][C:49]3[CH2:55][O:56][B:52]([OH:54])[C:50]=3[CH:51]=2)=[O:8])=[CH:9][CH:10]=1, predict the reactants needed to synthesize it. The reactants are: [F:1][C:2]1[CH:10]=[CH:9][C:5]([C:6]([OH:8])=O)=[CH:4][CH:3]=1.CN(C(ON1N=NC2C=CC=NC1=2)=[N+](C)C)C.F[P-](F)(F)(F)(F)F.CCN(C(C)C)C(C)C.Cl.[NH2:45][C:46]1[CH:47]=[CH:48][C:49]([CH2:55][OH:56])=[C:50]([B:52]([OH:54])O)[CH:51]=1. (4) Given the product [CH:34]1([C:33]2[C:14]([N:13]([CH2:12][CH2:11][CH2:10][CH2:9][OH:8])[S:37]([CH3:40])(=[O:38])=[O:39])=[CH:15][C:16]3[O:20][C:19]([C:21]4[CH:22]=[CH:23][C:24]([F:27])=[CH:25][CH:26]=4)=[C:18]([C:28](=[NH:31])[NH:29][OH:30])[C:17]=3[CH:32]=2)[CH2:35][CH2:36]1, predict the reactants needed to synthesize it. The reactants are: [Si]([O:8][CH2:9][CH2:10][CH2:11][CH2:12][N:13]([S:37]([CH3:40])(=[O:39])=[O:38])[C:14]1[C:33]([CH:34]2[CH2:36][CH2:35]2)=[CH:32][C:17]2[C:18]([C:28](=[NH:31])[NH:29][OH:30])=[C:19]([C:21]3[CH:26]=[CH:25][C:24]([F:27])=[CH:23][CH:22]=3)[O:20][C:16]=2[CH:15]=1)(C(C)(C)C)(C)C.[F-].C([N+](CCCC)(CCCC)CCCC)CCC.